This data is from Catalyst prediction with 721,799 reactions and 888 catalyst types from USPTO. The task is: Predict which catalyst facilitates the given reaction. (1) Reactant: [NH2:1][C:2]1[N:6]([C:7]2[CH:12]=[CH:11][CH:10]=[CH:9][CH:8]=2)[NH:5][C:4](=[O:13])[C:3]=1[CH3:14].C([O-])([O-])=O.[K+].[K+].CS(O[CH2:26][CH:27]1[CH2:32][O:31][C:30]([CH3:34])([CH3:33])[O:29][CH2:28]1)(=O)=O.O. Product: [CH3:33][C:30]1([CH3:34])[O:31][CH2:32][CH:27]([CH2:26][O:13][C:4]2[C:3]([CH3:14])=[C:2]([NH2:1])[N:6]([C:7]3[CH:12]=[CH:11][CH:10]=[CH:9][CH:8]=3)[N:5]=2)[CH2:28][O:29]1. The catalyst class is: 3. (2) Reactant: CC[C:3]1[C:7](=[O:8])[N:6]([C:9]([NH:11]CCC2C=CC(S(NC(N[C@@H]3CC[C@@H](C)CC3)=O)(=O)=O)=CC=2)=[O:10])[CH2:5][C:4]=1C. Product: [O:8]=[C:7]1[CH2:3][CH:4]=[CH:5][N:6]1[C:9]([NH2:11])=[O:10]. The catalyst class is: 11. (3) Reactant: [NH2:1][C:2]1[C:7]([C:8]#[N:9])=[C:6]([C:10]2[CH:69]=[CH:68][C:13]([O:14][CH2:15][C@@H:16]([CH2:42][O:43][C:44](=[O:67])[C@H:45]([CH3:66])[NH:46][C:47](=[O:65])[CH2:48][C@H:49]([NH:57]C(OC(C)(C)C)=O)[C:50]([O:52]C(C)(C)C)=[O:51])[O:17][C:18](=[O:41])[C@H:19]([CH3:40])[NH:20][C:21](=[O:39])[CH2:22][C@H:23]([NH:31]C(OC(C)(C)C)=O)[C:24]([O:26]C(C)(C)C)=[O:25])=[CH:12][CH:11]=2)[C:5]([C:70]#[N:71])=[C:4]([S:72][CH2:73][C:74]2[N:75]=[C:76]([C:79]3[CH:84]=[CH:83][C:82]([Cl:85])=[CH:81][CH:80]=3)[O:77][CH:78]=2)[N:3]=1.[F:86][C:87]([F:92])([F:91])[C:88]([OH:90])=[O:89]. Product: [F:86][C:87]([F:92])([F:91])[C:88]([OH:90])=[O:89].[F:86][C:87]([F:92])([F:91])[C:88]([OH:90])=[O:89].[NH2:31][C@@H:23]([CH2:22][C:21](=[O:39])[NH:20][C@@H:19]([CH3:40])[C:18](=[O:41])[O:17][C@@H:16]([CH2:15][O:14][C:13]1[CH:12]=[CH:11][C:10]([C:6]2[C:5]([C:70]#[N:71])=[C:4]([S:72][CH2:73][C:74]3[N:75]=[C:76]([C:79]4[CH:80]=[CH:81][C:82]([Cl:85])=[CH:83][CH:84]=4)[O:77][CH:78]=3)[N:3]=[C:2]([NH2:1])[C:7]=2[C:8]#[N:9])=[CH:69][CH:68]=1)[CH2:42][O:43][C:44](=[O:67])[C@H:45]([CH3:66])[NH:46][C:47](=[O:65])[CH2:48][C@H:49]([NH2:57])[C:50]([OH:52])=[O:51])[C:24]([OH:26])=[O:25]. The catalyst class is: 4. (4) Reactant: [F:1][CH2:2][CH2:3][NH:4][C:5]([N:7]1[C:15]2[C:10](=[CH:11][C:12]([O:16][C:17]3[CH:22]=[CH:21][N:20]=[C:19]([NH:23][C:24]([CH:26]4[CH2:31][CH2:30][N:29](C(OC(C)(C)C)=O)[CH2:28][CH2:27]4)=[O:25])[CH:18]=3)=[CH:13][CH:14]=2)[CH:9]=[CH:8]1)=[O:6].C(OCC)(=O)C.O.C(=O)(O)[O-].[Na+]. Product: [F:1][CH2:2][CH2:3][NH:4][C:5]([N:7]1[C:15]2[C:10](=[CH:11][C:12]([O:16][C:17]3[CH:22]=[CH:21][N:20]=[C:19]([NH:23][C:24]([CH:26]4[CH2:27][CH2:28][NH:29][CH2:30][CH2:31]4)=[O:25])[CH:18]=3)=[CH:13][CH:14]=2)[CH:9]=[CH:8]1)=[O:6]. The catalyst class is: 55. (5) Reactant: [C:1]([C:4]1[C:22](=[O:23])[C@@:8]2([CH3:24])[C:9]3[C:15]([OH:16])=[CH:14][C:13]([O:17][CH3:18])=[C:12]([C:19]([NH2:21])=[O:20])[C:10]=3[O:11][C:7]2=[CH:6][C:5]=1[OH:25])(=[O:3])[CH3:2].[CH3:26][C:27]1[C:34]([CH3:35])=[CH:33][C:32]([CH3:36])=[C:31]([CH3:37])[C:28]=1[CH:29]=O.C([SiH](CC)CC)C.FC(F)(F)C(O)=O. Product: [C:1]([C:4]1[C:22](=[O:23])[C@@:8]2([CH3:24])[C:9]3[C:15]([OH:16])=[CH:14][C:13]([O:17][CH3:18])=[C:12]([C:19]([NH:21][CH2:29][C:28]4[C:27]([CH3:26])=[C:34]([CH3:35])[CH:33]=[C:32]([CH3:36])[C:31]=4[CH3:37])=[O:20])[C:10]=3[O:11][C:7]2=[CH:6][C:5]=1[OH:25])(=[O:3])[CH3:2]. The catalyst class is: 10.